From a dataset of Catalyst prediction with 721,799 reactions and 888 catalyst types from USPTO. Predict which catalyst facilitates the given reaction. (1) Reactant: [CH3:1][C:2]1[C:7]([C:8]([F:11])([F:10])[F:9])=[CH:6][CH:5]=[CH:4][C:3]=1[N:12]1[C:16](=[O:17])[NH:15][N:14]=[N:13]1.[C:18](=O)([O-])[O-].[K+].[K+].S(OC)(OC)(=O)=O.C(=O)(O)[O-].[Na+]. Product: [CH3:1][C:2]1[C:7]([C:8]([F:9])([F:10])[F:11])=[CH:6][CH:5]=[CH:4][C:3]=1[N:12]1[C:16](=[O:17])[N:15]([CH3:18])[N:14]=[N:13]1. The catalyst class is: 9. (2) Reactant: C([Si](C1C=CC=CC=1)(C1C=CC=CC=1)[O:6][CH:7]1[C:11]([CH3:13])([CH3:12])[CH2:10][N:9]([C:14]2[CH:19]=[CH:18][C:17]([C:20]#[C:21][C:22]3[CH:27]=[CH:26][CH:25]=[CH:24][CH:23]=3)=[CH:16][N:15]=2)[C:8]1=[O:28])(C)(C)C.CCCC[N+](CCCC)(CCCC)CCCC.[F-]. Product: [OH:6][CH:7]1[C:11]([CH3:13])([CH3:12])[CH2:10][N:9]([C:14]2[CH:19]=[CH:18][C:17]([C:20]#[C:21][C:22]3[CH:27]=[CH:26][CH:25]=[CH:24][CH:23]=3)=[CH:16][N:15]=2)[C:8]1=[O:28]. The catalyst class is: 1.